This data is from Forward reaction prediction with 1.9M reactions from USPTO patents (1976-2016). The task is: Predict the product of the given reaction. Given the reactants [Cl:1][C:2]1[C:10]([Cl:11])=[CH:9][CH:8]=[CH:7][C:3]=1[C:4]([OH:6])=O.[CH3:12][O:13][C:14]1[CH:19]=[CH:18][C:17]([CH:20]([N:23]2[CH2:28][CH2:27][C:26]([F:30])([F:29])[CH2:25][CH2:24]2)[CH2:21][NH2:22])=[CH:16][CH:15]=1, predict the reaction product. The product is: [Cl:1][C:2]1[C:10]([Cl:11])=[CH:9][CH:8]=[CH:7][C:3]=1[C:4]([NH:22][CH2:21][CH:20]([N:23]1[CH2:24][CH2:25][C:26]([F:30])([F:29])[CH2:27][CH2:28]1)[C:17]1[CH:18]=[CH:19][C:14]([O:13][CH3:12])=[CH:15][CH:16]=1)=[O:6].